This data is from Reaction yield outcomes from USPTO patents with 853,638 reactions. The task is: Predict the reaction yield, written as a fraction of the theoretical maximum amount of product (1.0 means a 100% yield; for example, 0.34 means a 34% yield). (1) The yield is 0.390. The reactants are O1[C:5]2([CH2:10][CH2:9][N:8]([CH2:11][C:12]3[CH:13]=[CH:14][N:15]4[C:20]=3[C:19]([NH:21][C:22]3[CH:23]=[C:24]5[C:28](=[CH:29][CH:30]=3)[N:27]([CH2:31][C:32]3[CH:37]=[CH:36][CH:35]=[C:34]([F:38])[CH:33]=3)[N:26]=[CH:25]5)=[N:18][CH:17]=[N:16]4)[CH2:7][CH2:6]2)[O:4]CC1. The product is [F:38][C:34]1[CH:33]=[C:32]([CH:37]=[CH:36][CH:35]=1)[CH2:31][N:27]1[C:28]2[C:24](=[CH:23][C:22]([NH:21][C:19]3[C:20]4=[C:12]([CH2:11][N:8]5[CH2:7][CH2:6][C:5](=[O:4])[CH2:10][CH2:9]5)[CH:13]=[CH:14][N:15]4[N:16]=[CH:17][N:18]=3)=[CH:30][CH:29]=2)[CH:25]=[N:26]1. The catalyst is C1COCC1.Cl.C(Cl)Cl.C([O-])(O)=O.[Na+]. (2) The reactants are [Cl:1][C:2]1[CH:7]=[C:6](Cl)[N:5]=[CH:4][N:3]=1.[CH2:9]([O:16][C:17]1[CH:22]=[CH:21][CH:20]=[CH:19][C:18]=1B(O)O)[C:10]1[CH:15]=[CH:14][CH:13]=[CH:12][CH:11]=1.C(COC)OC.C([O-])(O)=O.[Na+]. The catalyst is Cl[Pd](Cl)([P](C1C=CC=CC=1)(C1C=CC=CC=1)C1C=CC=CC=1)[P](C1C=CC=CC=1)(C1C=CC=CC=1)C1C=CC=CC=1.O. The product is [Cl:1][C:2]1[CH:7]=[C:6]([C:18]2[CH:19]=[CH:20][CH:21]=[CH:22][C:17]=2[O:16][CH2:9][C:10]2[CH:11]=[CH:12][CH:13]=[CH:14][CH:15]=2)[N:5]=[CH:4][N:3]=1. The yield is 0.800. (3) The reactants are [O:1]=[C:2]1[CH2:7][O:6][C:5]2[CH:8]=[CH:9][C:10]([C:12](=O)[CH2:13][C:14](=O)[CH3:15])=[CH:11][C:4]=2[NH:3]1.Cl.[CH:19]([NH:22][NH2:23])([CH3:21])[CH3:20]. No catalyst specified. The product is [CH:19]([N:22]1[C:12]([C:10]2[CH:9]=[CH:8][C:5]3[O:6][CH2:7][C:2](=[O:1])[NH:3][C:4]=3[CH:11]=2)=[CH:13][C:14]([CH3:15])=[N:23]1)([CH3:21])[CH3:20]. The yield is 0.930. (4) The reactants are [Cl:1][C:2]1[N:7]=[N:6][C:5]([C:8]([OH:10])=O)=[CH:4][CH:3]=1.C(N(C(C)C)CC)(C)C.O.O[N:22]1[C:26]2[CH:27]=[CH:28][CH:29]=[CH:30]C=2N=N1.CN(C)CCCN=C=NCC.C1(CCN)CC1. The product is [CH:28]1([CH2:27][CH2:26][NH:22][C:8]([C:5]2[N:6]=[N:7][C:2]([Cl:1])=[CH:3][CH:4]=2)=[O:10])[CH2:29][CH2:30]1. The yield is 0.550. The catalyst is ClCCl. (5) The reactants are Br[C:2]1[O:6][C:5]([C:7]([OH:9])=[O:8])=[CH:4][CH:3]=1.[CH3:10][O:11][C:12]([C:14]1[CH:15]=[C:16](B(O)O)[CH:17]=[CH:18][CH:19]=1)=[O:13].C(=O)([O-])O.[Na+].C1(C)C=CC=CC=1. The catalyst is C1C=CC([P]([Pd]([P](C2C=CC=CC=2)(C2C=CC=CC=2)C2C=CC=CC=2)([P](C2C=CC=CC=2)(C2C=CC=CC=2)C2C=CC=CC=2)[P](C2C=CC=CC=2)(C2C=CC=CC=2)C2C=CC=CC=2)(C2C=CC=CC=2)C2C=CC=CC=2)=CC=1.O.O1CCCC1. The product is [CH3:10][O:11][C:12]([C:14]1[CH:19]=[C:18]([C:2]2[O:6][C:5]([C:7]([OH:9])=[O:8])=[CH:4][CH:3]=2)[CH:17]=[CH:16][CH:15]=1)=[O:13]. The yield is 0.910. (6) The reactants are [Br:1][C:2]1[CH:3]=[N:4][CH:5]=[C:6](Br)[CH:7]=1.[CH3:9][O-:10].[Na+]. The catalyst is CO.[Cu]. The product is [Br:1][C:2]1[CH:7]=[C:6]([O:10][CH3:9])[CH:5]=[N:4][CH:3]=1. The yield is 0.595. (7) The reactants are C(OC([N:11]1[C:16](=[O:17])[CH2:15][CH2:14][C:13]([NH2:19])([CH3:18])[C:12]1=[O:20])=O)C1C=CC=CC=1.[ClH:21].[H][H].O. The catalyst is C(O)C.[Pd]. The product is [ClH:21].[NH2:19][C:13]1([CH3:18])[CH2:14][CH2:15][C:16](=[O:17])[NH:11][C:12]1=[O:20]. The yield is 0.930.